From a dataset of Forward reaction prediction with 1.9M reactions from USPTO patents (1976-2016). Predict the product of the given reaction. Given the reactants [O:1]([C:8]1[CH:13]=[CH:12][C:11]([NH:14][C:15](=O)[CH3:16])=[CH:10][CH:9]=1)[C:2]1[CH:7]=[CH:6][CH:5]=[CH:4][CH:3]=1.COC1C=CC(P2(SP(C3C=CC(OC)=CC=3)(=S)S2)=[S:27])=CC=1, predict the reaction product. The product is: [O:1]([C:8]1[CH:13]=[CH:12][C:11]([NH:14][C:15](=[S:27])[CH3:16])=[CH:10][CH:9]=1)[C:2]1[CH:7]=[CH:6][CH:5]=[CH:4][CH:3]=1.